This data is from Forward reaction prediction with 1.9M reactions from USPTO patents (1976-2016). The task is: Predict the product of the given reaction. (1) Given the reactants N12[CH2:11][CH2:10][CH2:9][N:8]=[C:7]1[CH2:6][CH2:5][CH2:4][CH2:3]C2.[N+](C1CCCCC=1)([O-])=O.[CH2:21]([O:23][C:24](=[O:28])C[N+]#[C-])[CH3:22].Cl, predict the reaction product. The product is: [CH2:21]([O:23][C:24]([C:7]1[NH:8][CH:9]=[C:10]2[C:6]=1[CH2:5][CH2:4][CH2:3][CH2:11]2)=[O:28])[CH3:22]. (2) Given the reactants [CH2:1]([NH:8][C:9]1[N:14]2[N:15]=[CH:16][C:17]([Br:18])=[C:13]2[N:12]=[CH:11][C:10]=1[C:19]([OH:21])=O)[C:2]1[CH:7]=[CH:6][CH:5]=[CH:4][CH:3]=1.Cl.[NH:23]1[CH2:28][CH2:27][C:26]2([C:36]3[C:31](=[CH:32][CH:33]=[CH:34][CH:35]=3)[CH2:30][O:29]2)[CH2:25][CH2:24]1, predict the reaction product. The product is: [CH2:1]([NH:8][C:9]1[N:14]2[N:15]=[CH:16][C:17]([Br:18])=[C:13]2[N:12]=[CH:11][C:10]=1[C:19]([N:23]1[CH2:28][CH2:27][C:26]2([C:36]3[C:31](=[CH:32][CH:33]=[CH:34][CH:35]=3)[CH2:30][O:29]2)[CH2:25][CH2:24]1)=[O:21])[C:2]1[CH:3]=[CH:4][CH:5]=[CH:6][CH:7]=1. (3) Given the reactants [NH2:1][CH2:2][CH2:3][N:4]1[C:8](=[O:9])/[C:7](=[CH:10]/[C:11]2[CH:12]=[C:13]3[C:17](=[CH:18][CH:19]=2)[N:16]([CH2:20][C:21]2[CH:26]=[CH:25][C:24]([Cl:27])=[CH:23][C:22]=2[C:28]([F:31])([F:30])[F:29])[N:15]=[CH:14]3)/[S:6][C:5]1=[O:32].[C:33]([NH:36][C:37]1[S:38][C:39]([S:43](Cl)(=[O:45])=[O:44])=[C:40]([CH3:42])[N:41]=1)(=[O:35])[CH3:34], predict the reaction product. The product is: [Cl:27][C:24]1[CH:25]=[CH:26][C:21]([CH2:20][N:16]2[C:17]3[C:13](=[CH:12][C:11](/[CH:10]=[C:7]4/[C:8](=[O:9])[N:4]([CH2:3][CH2:2][NH:1][S:43]([C:39]5[S:38][C:37]([NH:36][C:33](=[O:35])[CH3:34])=[N:41][C:40]=5[CH3:42])(=[O:44])=[O:45])[C:5](=[O:32])[S:6]/4)=[CH:19][CH:18]=3)[CH:14]=[N:15]2)=[C:22]([C:28]([F:30])([F:29])[F:31])[CH:23]=1. (4) Given the reactants [NH3:1].[F:2][C:3]([F:13])([F:12])[CH2:4][N:5]1[CH2:10][CH2:9][C:8](=O)[CH2:7][CH2:6]1.C(O)CCC, predict the reaction product. The product is: [F:2][C:3]([F:13])([F:12])[CH2:4][N:5]1[CH2:10][CH2:9][CH:8]([NH2:1])[CH2:7][CH2:6]1.